From a dataset of Forward reaction prediction with 1.9M reactions from USPTO patents (1976-2016). Predict the product of the given reaction. (1) Given the reactants [C:1]1(=O)[C:9]2[C:4](=[CH:5][CH:6]=[CH:7][CH:8]=2)[CH2:3][CH2:2]1.[Li+].C[CH:13]([N-:15]C(C)C)C.C(P(=O)(OCC)OCC)#N, predict the reaction product. The product is: [CH2:3]1[C:4]2[C:9](=[CH:8][CH:7]=[CH:6][CH:5]=2)[C:1]([C:13]#[N:15])=[CH:2]1. (2) The product is: [Br:1][C:2]1[CH:7]=[CH:6][C:5]([O:8][CH2:12][O:13][CH3:14])=[CH:4][C:3]=1[CH3:9]. Given the reactants [Br:1][C:2]1[CH:7]=[CH:6][C:5]([OH:8])=[CH:4][C:3]=1[CH3:9].[H-].[Na+].[CH3:12][O:13][CH2:14]Cl.CCOCC, predict the reaction product. (3) Given the reactants FC(F)(F)S(O[C:7]1[C:8]([C:17]([O:19][CH3:20])=[O:18])=[CH:9][CH:10]=[C:11]2[C:16]=1[N:15]=[CH:14][CH:13]=[CH:12]2)(=O)=O.P([O-])([O-])([O-])=O.[K+].[K+].[K+].C1(P(C2CCCCC2)C2C=CC=CC=2C2C(OC)=CC=CC=2OC)CCCCC1.[F:60][C:61]1[CH:62]=[C:63](B(O)O)[CH:64]=[C:65]([F:67])[CH:66]=1, predict the reaction product. The product is: [F:60][C:61]1[CH:62]=[C:63]([C:7]2[C:8]([C:17]([O:19][CH3:20])=[O:18])=[CH:9][CH:10]=[C:11]3[C:16]=2[N:15]=[CH:14][CH:13]=[CH:12]3)[CH:64]=[C:65]([F:67])[CH:66]=1. (4) Given the reactants Cl[CH2:2][C:3]1[CH:11]=[CH:10][C:6]([C:7]([OH:9])=[O:8])=[CH:5][CH:4]=1.C(N(CC)CC)C.[CH3:19][N:20]1[CH2:25][CH2:24][NH:23][CH2:22][CH2:21]1, predict the reaction product. The product is: [CH3:19][N:20]1[CH2:25][CH2:24][N:23]([CH2:2][C:3]2[CH:11]=[CH:10][C:6]([C:7]([OH:9])=[O:8])=[CH:5][CH:4]=2)[CH2:22][CH2:21]1. (5) The product is: [Cl:26][C:27]([Cl:32])([Cl:31])[C:28]([C:6]1[C:5]2[C:9](=[CH:10][C:2]([Cl:1])=[C:3]([C:11]3[CH:16]=[CH:15][C:14]([O:17][CH2:18][CH3:19])=[CH:13][CH:12]=3)[CH:4]=2)[NH:8][CH:7]=1)=[O:29]. Given the reactants [Cl:1][C:2]1[CH:10]=[C:9]2[C:5]([CH:6]=[CH:7][NH:8]2)=[CH:4][C:3]=1[C:11]1[CH:16]=[CH:15][C:14]([O:17][CH2:18][CH3:19])=[CH:13][CH:12]=1.N1C=CC=CC=1.[Cl:26][C:27]([Cl:32])([Cl:31])[C:28](Cl)=[O:29].Cl, predict the reaction product.